This data is from Experimentally validated miRNA-target interactions with 360,000+ pairs, plus equal number of negative samples. The task is: Binary Classification. Given a miRNA mature sequence and a target amino acid sequence, predict their likelihood of interaction. (1) The miRNA is mmu-miR-200c-5p with sequence CGUCUUACCCAGCAGUGUUUGG. The protein sequence of the target gene is MSVGFIGAGQLAYALARGFTAAGILSAHKIIASSPEMNLPTVSALRKMGVNLTRSNKETVKHSDVLFLAVKPHIIPFILDEIGADVQARHIVVSCAAGVTISSVEKKLMAFQPAPKVIRCMTNTPVVVQEGATVYATGTHALVEDGQLLEQLMSSVGFCTEVEEDLIDAVTGLSGSGPAYAFMALDALADGGVKMGLPRRLAIQLGAQALLGAAKMLLDSEQHPCQLKDNVCSPGGATIHALHFLESGGFRSLLINAVEASCIRTRELQSMADQEKISPAALKKTLLDRVKLESPTVSTL.... Result: 0 (no interaction). (2) The miRNA is hsa-miR-548aj-3p with sequence UAAAAACUGCAAUUACUUUUA. The protein sequence of the target gene is MVWCLGLAVLSLVISQGADGRGKPEVVSVVGRAGESVVLGCDLLPPAGRPPLHVIEWLRFGFLLPIFIQFGLYSPRIDPDYVGRVRLQKGASLQIEGLRVEDQGWYECRVFFLDQHIPEDDFANGSWVHLTVNSPPQFQETPPAVLEVQELEPVTLRCVARGSPLPHVTWKLRGKDLGQGQGQVQVQNGTLRIRRVERGSSGVYTCQASSTEGSATHATQLLVLGPPVIVVPPKNSTVNASQDVSLACHAEAYPANLTYSWFQDNINVFHISRLQPRVRILVDGSLRLLATQPDDAGCYT.... Result: 1 (interaction). (3) The protein sequence of the target gene is MNGFTPDEMSRGGDAAAAVAAVVAAAAAAASAGNGTGAGTGAEVPGAGAVSAAGPPGAAGPGPGQLCCLREDGERCGRAAGNASFSKRIQKSISQKKVKIELDKSARHLYICDYHKNLIQSVRNRRKRKGSDDDGGDSPVQDIDTPEVDLYQLQVNTLRRYKRHFKLPTRPGLNKAQLVEIVGCHFRSIPVNEKDTLTYFIYSVKNDKNKSDLKVDSGVH. The miRNA is hsa-miR-5196-3p with sequence UCAUCCUCGUCUCCCUCCCAG. Result: 0 (no interaction). (4) The protein sequence of the target gene is MCHGRIAPKSTSVFAVASVGHGVFLPLVILCTLLGDGLASVCPLPPEPENGGYICHPRPCRDPLTAGSVIEYLCAEGYMLKGDYKYLTCKNGEWKPAMEISCRLNEDKDTHTSLGVPTLSIVASTASSVALILLLVVLFVLLQPKLKSFHHSRRDQGVSGDQVSIMVDGVQVALPSYEEAVYGSSGHCVPPADPRVQIVLSEGSGPSGRSVPREQQLPDQGACSSAGGEDEAPGQSGLCEAWGSRASETVMVHQATTSSWVAGSGNRQLAHKETADSENSDIQSLLSLTSEEYTDDIPLL.... Result: 1 (interaction). The miRNA is hsa-miR-4271 with sequence GGGGGAAGAAAAGGUGGGG. (5) The miRNA is hsa-miR-1207-5p with sequence UGGCAGGGAGGCUGGGAGGGG. The protein sequence of the target gene is MVCGIQEAAENYRKLFQEILNTSREKLEAAKSILTDEQERMAMIQEEEQNFKKMIESEYSMRLRLLNEECEQNLQRQQECISDLNLRETLLNQAIKLATELEEMFQEMLQRLGRVGRENMEKLKESEARASEQVRSLLKLIVELEKKCGEGTLALLKNAKYSLERSKSLLLEHLEPAHITDLSLCHIRGLSSMFRVLQRHLTLDPETAHPCLALSEDLRTMRLRHGQQDGAGNPERLDFSAMVLAAESFTSGRHYWEVDVEKATRWQVGIYHGSADAKGSTARASGEKVLLTGSVMGTEW.... Result: 0 (no interaction). (6) The miRNA is hsa-miR-330-3p with sequence GCAAAGCACACGGCCUGCAGAGA. The protein sequence of the target gene is MAESHLLQWLLLLLPTLCGPGTAAWTTSSLACAQGPEFWCQSLEQALQCRALGHCLQEVWGHVGADDLCQECEDIVHILNKMAKEAIFQDTMRKFLEQECNVLPLKLLMPQCNQVLDDYFPLVIDYFQNQTDSNGICMHLGLCKSRQPEPEQEPGMSDPLPKPLRDPLPDPLLDKLVLPVLPGALQARPGPHTQDLSEQQFPIPLPYCWLCRALIKRIQAMIPKGALAVAVAQVCRVVPLVAGGICQCLAERYSVILLDTLLGRMLPQLVCRLVLRCSMDDSAGPRSPTGEWLPRDSECH.... Result: 1 (interaction).